This data is from Peptide-MHC class II binding affinity with 134,281 pairs from IEDB. The task is: Regression. Given a peptide amino acid sequence and an MHC pseudo amino acid sequence, predict their binding affinity value. This is MHC class II binding data. (1) The peptide sequence is ESATILMTATPPGTS. The MHC is DRB1_0701 with pseudo-sequence DRB1_0701. The binding affinity (normalized) is 0.583. (2) The peptide sequence is DLTLPWQSGSGGVWR. The MHC is HLA-DQA10103-DQB10603 with pseudo-sequence HLA-DQA10103-DQB10603. The binding affinity (normalized) is 0.